Dataset: Forward reaction prediction with 1.9M reactions from USPTO patents (1976-2016). Task: Predict the product of the given reaction. (1) Given the reactants N1C=CC=C(NC(=S)OC/C=C(\C)/CC/C=C(\C)/CC/C=C(\C)/CCC=C(C)C)C=1.[CH2:31]([CH2:41]/[C:42](/[CH3:51])=[CH:43]/[CH2:44][CH2:45]/[C:46](/[CH3:50])=[CH:47]/[CH2:48][OH:49])/[CH:32]=[C:33](/[CH2:35][CH2:36][CH:37]=[C:38]([CH3:40])[CH3:39])\[CH3:34].[N:52]1[CH:57]=[CH:56][C:55]([N:58]=[C:59]=[O:60])=[CH:54][CH:53]=1, predict the reaction product. The product is: [N:52]1[CH:57]=[CH:56][C:55]([NH:58][C:59](=[O:60])[O:49][CH2:48]/[CH:47]=[C:46](\[CH3:50])/[CH2:45][CH2:44]/[CH:43]=[C:42](\[CH3:51])/[CH2:41][CH2:31]/[CH:32]=[C:33](\[CH3:34])/[CH2:35][CH2:36][CH:37]=[C:38]([CH3:40])[CH3:39])=[CH:54][CH:53]=1. (2) Given the reactants [N+:1]([C:4]1[CH:10]=[CH:9][CH:8]=[CH:7][C:5]=1[NH2:6])([O-:3])=[O:2].C(=O)([O-])[O-].[Cs+].[Cs+].[C:17]([NH:25][C:26]1[CH:38]=[C:37](Br)[CH:36]=[CH:35][C:27]=1[C:28]([O:30][C:31]([CH3:34])([CH3:33])[CH3:32])=[O:29])(=[O:24])[C:18]1[CH:23]=[CH:22][CH:21]=[CH:20][CH:19]=1.C(O)(=O)CC(CC(O)=O)(C(O)=O)O, predict the reaction product. The product is: [C:17]([NH:25][C:26]1[CH:38]=[C:37]([NH:6][C:5]2[CH:7]=[CH:8][CH:9]=[CH:10][C:4]=2[N+:1]([O-:3])=[O:2])[CH:36]=[CH:35][C:27]=1[C:28]([O:30][C:31]([CH3:33])([CH3:34])[CH3:32])=[O:29])(=[O:24])[C:18]1[CH:19]=[CH:20][CH:21]=[CH:22][CH:23]=1. (3) Given the reactants [S:1]1[C:5]2[CH:6]=[CH:7][CH:8]=[CH:9][C:4]=2[N:3]=[C:2]1[NH:10][C:11]([C:13]1[CH:14]=[CH:15][CH:16]=[C:17]2[C:22]=1[CH2:21][N:20]([C:23]1[N:28]=[C:27]([C:29]([OH:31])=O)[C:26]([C:32]3[CH:33]=[N:34][N:35]([CH2:38][C:39]4([O:47][CH3:48])[CH2:44][CH2:43][CH2:42][C:41]([CH3:46])([CH3:45])[CH2:40]4)[C:36]=3[CH3:37])=[CH:25][CH:24]=1)[CH2:19][CH2:18]2)=[O:12].[CH3:49][S:50]([NH2:53])(=[O:52])=[O:51].Cl.C(N=C=NCCCN(C)C)C.Cl, predict the reaction product. The product is: [S:1]1[C:5]2[CH:6]=[CH:7][CH:8]=[CH:9][C:4]=2[N:3]=[C:2]1[NH:10][C:11]([C:13]1[CH:14]=[CH:15][CH:16]=[C:17]2[C:22]=1[CH2:21][N:20]([C:23]1[CH:24]=[CH:25][C:26]([C:32]3[CH:33]=[N:34][N:35]([CH2:38][C:39]4([O:47][CH3:48])[CH2:44][CH2:43][CH2:42][C:41]([CH3:45])([CH3:46])[CH2:40]4)[C:36]=3[CH3:37])=[C:27]([C:29](=[O:31])[NH:53][S:50]([CH3:49])(=[O:52])=[O:51])[N:28]=1)[CH2:19][CH2:18]2)=[O:12]. (4) Given the reactants [CH3:1][O:2][C:3]1[CH:8]=[CH:7][C:6]([C:9]2[N:10]=[C:11]([NH2:18])[S:12][C:13]=2[CH2:14][CH2:15][CH2:16][CH3:17])=[CH:5][CH:4]=1.[CH3:19][O:20][C:21]1[CH:22]=[C:23]([CH:27]=[CH:28][C:29]=1[O:30][CH3:31])[C:24](Cl)=[O:25], predict the reaction product. The product is: [CH2:14]([C:13]1[S:12][C:11]([NH:18][C:24](=[O:25])[C:23]2[CH:27]=[CH:28][C:29]([O:30][CH3:31])=[C:21]([O:20][CH3:19])[CH:22]=2)=[N:10][C:9]=1[C:6]1[CH:5]=[CH:4][C:3]([O:2][CH3:1])=[CH:8][CH:7]=1)[CH2:15][CH2:16][CH3:17]. (5) Given the reactants C(N(CC)CC)C.Cl.[Cl:9][C:10]1[CH:11]=[C:12]2[C:16](=[CH:17][CH:18]=1)[NH:15][CH:14]=[C:13]2[CH2:19][CH2:20][NH2:21].[I:22][C:23]1[CH:31]=[CH:30][CH:29]=[CH:28][C:24]=1[C:25](Cl)=[O:26], predict the reaction product. The product is: [Cl:9][C:10]1[CH:11]=[C:12]2[C:16](=[CH:17][CH:18]=1)[NH:15][CH:14]=[C:13]2[CH2:19][CH2:20][NH:21][C:25](=[O:26])[C:24]1[CH:28]=[CH:29][CH:30]=[CH:31][C:23]=1[I:22].